Dataset: Forward reaction prediction with 1.9M reactions from USPTO patents (1976-2016). Task: Predict the product of the given reaction. Given the reactants [N:1]1[CH:6]=[CH:5][C:4]([C:7]2[S:11][C:10]([C:12]([OH:14])=O)=[CH:9][CH:8]=2)=[CH:3][CH:2]=1.[CH3:15][O:16][C:17]1[CH:18]=[C:19]([C@@H:23]([NH2:25])[CH3:24])[CH:20]=[CH:21][CH:22]=1, predict the reaction product. The product is: [CH3:15][O:16][C:17]1[CH:18]=[C:19]([C@@H:23]([NH:25][C:12]([C:10]2[S:11][C:7]([C:4]3[CH:3]=[CH:2][N:1]=[CH:6][CH:5]=3)=[CH:8][CH:9]=2)=[O:14])[CH3:24])[CH:20]=[CH:21][CH:22]=1.